This data is from Full USPTO retrosynthesis dataset with 1.9M reactions from patents (1976-2016). The task is: Predict the reactants needed to synthesize the given product. (1) The reactants are: [OH:1][CH2:2][C@@H:3]1[CH2:8][NH:7][C:6](=[O:9])[CH2:5][O:4]1.[H-].[Na+].Cl[C:13]1[C:22]2[C:17](=[N:18][CH:19]=[CH:20][N:21]=2)[CH:16]=[C:15]([Cl:23])[N:14]=1. Given the product [Cl:23][C:15]1[N:14]=[C:13]([O:1][CH2:2][C@@H:3]2[CH2:8][NH:7][C:6](=[O:9])[CH2:5][O:4]2)[C:22]2[C:17](=[N:18][CH:19]=[CH:20][N:21]=2)[CH:16]=1, predict the reactants needed to synthesize it. (2) Given the product [F:22][C:23]1[C:31]([O:32][C:33]2[C:38]3=[C:39]([CH3:46])[C:40]([OH:7])=[CH:41][N:37]3[N:36]=[CH:35][N:34]=2)=[CH:30][CH:29]=[C:28]2[C:24]=1[CH:25]=[C:26]([CH3:47])[NH:27]2, predict the reactants needed to synthesize it. The reactants are: B(F)(F)F.CC[O:7]CC.OO.[O-][Si]([O-])=O.[Mg+2].O1CCCC1.[F:22][C:23]1[C:31]([O:32][C:33]2[C:38]3=[C:39]([CH3:46])[C:40](C(O)(C)C)=[CH:41][N:37]3[N:36]=[CH:35][N:34]=2)=[CH:30][CH:29]=[C:28]2[C:24]=1[CH:25]=[C:26]([CH3:47])[NH:27]2. (3) Given the product [C:1]([O:5][C:6]([N:8]1[CH2:13][CH2:12][N:11]([CH2:46][C:32]2[CH:31]=[C:30]([C:27]3[CH:28]=[CH:29][C:24]([O:23][CH2:16][C:17]4[CH:18]=[CH:19][CH:20]=[CH:21][CH:22]=4)=[CH:25][C:26]=3[F:48])[N:35]=[C:34]3[N:36]([CH:40]4[CH2:45][CH2:44][CH2:43][CH2:42][O:41]4)[N:37]=[C:38]([CH3:39])[C:33]=23)[CH2:10][C:9]1([CH3:15])[CH3:14])=[O:7])([CH3:4])([CH3:2])[CH3:3], predict the reactants needed to synthesize it. The reactants are: [C:1]([O:5][C:6]([N:8]1[CH2:13][CH2:12][NH:11][CH2:10][C:9]1([CH3:15])[CH3:14])=[O:7])([CH3:4])([CH3:3])[CH3:2].[CH2:16]([O:23][C:24]1[CH:29]=[CH:28][C:27]([C:30]2[CH:31]=[C:32]([CH:46]=O)[C:33]3[C:38]([CH3:39])=[N:37][N:36]([CH:40]4[CH2:45][CH2:44][CH2:43][CH2:42][O:41]4)[C:34]=3[N:35]=2)=[C:26]([F:48])[CH:25]=1)[C:17]1[CH:22]=[CH:21][CH:20]=[CH:19][CH:18]=1.C(O[BH-](OC(=O)C)OC(=O)C)(=O)C.[Na+].[Cl-].[NH4+]. (4) Given the product [Cl:24][C:20]1[CH:19]=[C:18]([C:16]2[O:15][N:14]=[C:13]([CH:9]3[CH2:10][CH2:11][CH2:12][NH:8]3)[CH:17]=2)[CH:23]=[CH:22][CH:21]=1, predict the reactants needed to synthesize it. The reactants are: C(OC([N:8]1[CH2:12][CH2:11][CH2:10][CH:9]1[C:13]1[CH:17]=[C:16]([C:18]2[CH:23]=[CH:22][CH:21]=[C:20]([Cl:24])[CH:19]=2)[O:15][N:14]=1)=O)(C)(C)C.FC(F)(F)C(O)=O. (5) Given the product [CH3:19][N:4]1[CH:3]=[C:2]([B:23]2[O:24][C:25]([CH3:27])([CH3:26])[C:21]([CH3:37])([CH3:20])[O:22]2)[C:11]2[C:6](=[CH:7][CH:8]=[C:9]([C:12]3[CH:13]=[N:14][N:15]([CH3:17])[CH:16]=3)[CH:10]=2)[C:5]1=[O:18], predict the reactants needed to synthesize it. The reactants are: Br[C:2]1[C:11]2[C:6](=[CH:7][CH:8]=[C:9]([C:12]3[CH:13]=[N:14][N:15]([CH3:17])[CH:16]=3)[CH:10]=2)[C:5](=[O:18])[N:4]([CH3:19])[CH:3]=1.[CH3:20][C:21]1([CH3:37])[C:25]([CH3:27])([CH3:26])[O:24][B:23]([B:23]2[O:24][C:25]([CH3:27])([CH3:26])[C:21]([CH3:37])([CH3:20])[O:22]2)[O:22]1.CC([O-])=O.[K+]. (6) Given the product [N:20]1[CH:21]=[CH:22][C:17]([C:15]2[N:16]=[C:3]([CH:4]([NH:6][C:7]([C:9]3[S:10][CH:11]=[CH:12][CH:13]=3)=[O:8])[CH3:5])[NH:1][N:2]=2)=[CH:18][CH:19]=1, predict the reactants needed to synthesize it. The reactants are: [NH:1]([C:3](=O)[CH:4]([NH:6][C:7]([C:9]1[S:10][CH:11]=[CH:12][CH:13]=1)=[O:8])[CH3:5])[NH2:2].[C:15]([C:17]1[CH:22]=[CH:21][N:20]=[CH:19][CH:18]=1)#[N:16].C([O-])([O-])=O.[K+].[K+]. (7) Given the product [Cl:1][C:2]1[CH:22]=[CH:21][CH:20]=[C:19]([Cl:23])[C:3]=1[CH2:4][N:5]1[C:13]2[C:8](=[CH:9][CH:10]=[C:11]([CH2:14][C:15]([O-:17])=[O:16])[CH:12]=2)[C:7]([CH3:18])=[N:6]1.[K+:25], predict the reactants needed to synthesize it. The reactants are: [Cl:1][C:2]1[CH:22]=[CH:21][CH:20]=[C:19]([Cl:23])[C:3]=1[CH2:4][N:5]1[C:13]2[C:8](=[CH:9][CH:10]=[C:11]([CH2:14][C:15]([OH:17])=[O:16])[CH:12]=2)[C:7]([CH3:18])=[N:6]1.[OH-].[K+:25]. (8) The reactants are: O=[C:2]1[CH2:11][CH2:10][CH2:9][C:8]2[CH:7]=[C:6]([O:12][C:13]3[CH:21]=[CH:20][C:16]([C:17]([NH2:19])=[O:18])=[CH:15][N:14]=3)[CH:5]=[CH:4][C:3]1=2.[Cl:22][C:23]1[CH:24]=[C:25]([CH2:29][CH2:30][NH2:31])[CH:26]=[CH:27][CH:28]=1.[BH3-]C#N.[Na+]. Given the product [Cl:22][C:23]1[CH:24]=[C:25]([CH2:29][CH2:30][NH:31][CH:2]2[CH2:11][CH2:10][CH2:9][C:8]3[CH:7]=[C:6]([O:12][C:13]4[CH:21]=[CH:20][C:16]([C:17]([NH2:19])=[O:18])=[CH:15][N:14]=4)[CH:5]=[CH:4][C:3]2=3)[CH:26]=[CH:27][CH:28]=1, predict the reactants needed to synthesize it. (9) Given the product [I-:17].[CH2:1]([C:3]1[C:16]2[C:7](=[S+:8][C:9]3[C:14]([N:15]=2)=[CH:13][CH:12]=[CH:11][CH:10]=3)[CH:6]=[CH:5][CH:4]=1)[CH3:2], predict the reactants needed to synthesize it. The reactants are: [CH2:1]([C:3]1[C:16]2[NH:15][C:14]3[C:9](=[CH:10][CH:11]=[CH:12][CH:13]=3)[S:8][C:7]=2[CH:6]=[CH:5][CH:4]=1)[CH3:2].[I:17]I. (10) The reactants are: Br[C:2]1[CH:6]=[CH:5][S:4][CH:3]=1.C(=O)([O-])[O-].[Cs+].[Cs+].[F:13][C:14]1[CH:35]=[CH:34][C:17]([NH:18][C:19]2[CH:31]=[C:30]([CH:32]=[CH2:33])[CH:29]=[CH:28][C:20]=2[C:21]([O:23][C:24]([CH3:27])([CH3:26])[CH3:25])=[O:22])=[CH:16][CH:15]=1.C(O)(=O)CC(CC(O)=O)(C(O)=O)O. Given the product [F:13][C:14]1[CH:35]=[CH:34][C:17]([NH:18][C:19]2[CH:31]=[C:30](/[CH:32]=[CH:33]/[C:2]3[CH:6]=[CH:5][S:4][CH:3]=3)[CH:29]=[CH:28][C:20]=2[C:21]([O:23][C:24]([CH3:27])([CH3:25])[CH3:26])=[O:22])=[CH:16][CH:15]=1, predict the reactants needed to synthesize it.